From a dataset of M1 muscarinic receptor antagonist screen with 61,756 compounds. Binary Classification. Given a drug SMILES string, predict its activity (active/inactive) in a high-throughput screening assay against a specified biological target. (1) The drug is s1c(NC(=O)c2cccnc2)c(cc1C)C(OC)=O. The result is 0 (inactive). (2) The drug is S(=O)(=O)(Nc1c(OC)cccc1)c1c2ncccc2ccc1. The result is 0 (inactive). (3) The drug is O(CCCCc1c([nH]nc1C)C)c1c(cccc1)C. The result is 0 (inactive). (4) The drug is S(=O)(=O)(NC(Cc1ccccc1)C(=O)NC(CC)C)c1c2nsnc2ccc1. The result is 0 (inactive). (5) The compound is O(c1ccc(c2n(c3c(n2)cccc3)CC(C)=C)cc1)C. The result is 0 (inactive).